This data is from Catalyst prediction with 721,799 reactions and 888 catalyst types from USPTO. The task is: Predict which catalyst facilitates the given reaction. (1) Reactant: [C:1]([O:4][CH2:5][CH:6](Br)[C:7]([O:9][CH3:10])=[O:8])(=[O:3])[CH3:2].[N-:12]=[N+:13]=[N-:14].[Na+]. Product: [C:1]([O:4][CH2:5][CH:6]([N:12]=[N+:13]=[N-:14])[C:7]([O:9][CH3:10])=[O:8])(=[O:3])[CH3:2]. The catalyst class is: 163. (2) Reactant: C[O:2][C:3]([CH:5]1[CH2:9][CH2:8][N:7]([CH2:10][C:11]2[CH:16]=[CH:15][CH:14]=[C:13]([O:17][CH2:18][CH:19]([CH3:21])[CH3:20])[CH:12]=2)[CH2:6]1)=O.O.[NH2:23][NH2:24]. Product: [CH2:18]([O:17][C:13]1[CH:12]=[C:11]([CH:16]=[CH:15][CH:14]=1)[CH2:10][N:7]1[CH2:8][CH2:9][CH:5]([C:3]([NH:23][NH2:24])=[O:2])[CH2:6]1)[CH:19]([CH3:21])[CH3:20]. The catalyst class is: 8. (3) Reactant: [Br:1][C:2]1[S:6][C:5]([C:7]([OH:9])=O)=[CH:4][CH:3]=1.[N:10]1[CH:11]=[CH:12][N:13]2[CH:18]=[CH:17][C:16]([CH2:19][NH2:20])=[CH:15][C:14]=12.O.ON1C2C=CC=CC=2N=N1.CN1CCOCC1.Cl.CN(C)CCCN=C=NCC. Product: [Br:1][C:2]1[S:6][C:5]([C:7]([NH:20][CH2:19][C:16]2[CH:17]=[CH:18][N:13]3[CH:12]=[CH:11][N:10]=[C:14]3[CH:15]=2)=[O:9])=[CH:4][CH:3]=1. The catalyst class is: 288. (4) Reactant: [OH:1][C:2]1[CH:11]=[CH:10][C:5]([C:6]([O:8][CH3:9])=[O:7])=[CH:4][CH:3]=1.[CH:12]([N:15]([CH:26]([CH3:28])[CH3:27])[CH2:16][CH2:17][CH:18]([C:20]1[CH:25]=[CH:24][CH:23]=[CH:22][CH:21]=1)O)([CH3:14])[CH3:13]. Product: [CH:26]([N:15]([CH:12]([CH3:14])[CH3:13])[CH2:16][CH2:17][CH:18]([C:11]1[CH:10]=[C:5]([CH:4]=[CH:3][C:2]=1[OH:1])[C:6]([O:8][CH3:9])=[O:7])[C:20]1[CH:21]=[CH:22][CH:23]=[CH:24][CH:25]=1)([CH3:28])[CH3:27]. The catalyst class is: 501. (5) Reactant: [O:1]=[C:2]1[C:10](=[CH:11][C:12]2[NH:13][C:14]3[CH2:15][CH2:16][CH2:17][CH2:18][C:19]=3[C:20]=2[CH2:21][CH2:22][C:23]([OH:25])=O)[C:9]2[C:4](=[CH:5][CH:6]=[CH:7][CH:8]=2)[NH:3]1.C(N1C=CN=C1)(N1C=CN=C1)=O.[NH2:38][CH2:39][CH2:40][N:41]1[CH2:46][CH2:45][O:44][CH2:43][CH2:42]1.O. Product: [N:41]1([CH2:40][CH2:39][NH:38][C:23](=[O:25])[CH2:22][CH2:21][C:20]2[C:19]3[CH2:18][CH2:17][CH2:16][CH2:15][C:14]=3[NH:13][C:12]=2[CH:11]=[C:10]2[C:9]3[C:4](=[CH:5][CH:6]=[CH:7][CH:8]=3)[NH:3][C:2]2=[O:1])[CH2:46][CH2:45][O:44][CH2:43][CH2:42]1. The catalyst class is: 9. (6) Reactant: [Cl:1][C:2]1[CH:7]=[C:6]([N+:8]([O-:10])=[O:9])[CH:5]=[CH:4][C:3]=1F.[F:12][C:13]([F:22])([F:21])[C:14]1[CH:15]=[C:16]([SH:20])[CH:17]=[CH:18][CH:19]=1.C(=O)([O-])[O-].[K+].[K+].C(=O)(O)[O-].[Na+]. Product: [Cl:1][C:2]1[CH:7]=[C:6]([N+:8]([O-:10])=[O:9])[CH:5]=[CH:4][C:3]=1[S:20][C:16]1[CH:17]=[CH:18][CH:19]=[C:14]([C:13]([F:12])([F:21])[F:22])[CH:15]=1. The catalyst class is: 9.